This data is from Full USPTO retrosynthesis dataset with 1.9M reactions from patents (1976-2016). The task is: Predict the reactants needed to synthesize the given product. (1) Given the product [CH2:22]([O:24][C:25]1[CH:26]=[C:27]([C:33]([C:35]2[CH:40]=[CH:39][C:38]([O:41][CH3:42])=[C:37]([N+:43]([O-:45])=[O:44])[CH:36]=2)=[CH:13][C:14]#[N:15])[CH:28]=[CH:29][C:30]=1[O:31][CH3:32])[CH3:23], predict the reactants needed to synthesize it. The reactants are: C[Si]([N-][Si](C)(C)C)(C)C.[Li+].P(=O)([O-])O[C:13](CC)(CC)[C:14]#[N:15].[CH2:22]([O:24][C:25]1[CH:26]=[C:27]([C:33]([C:35]2[CH:40]=[CH:39][C:38]([O:41][CH3:42])=[C:37]([N+:43]([O-:45])=[O:44])[CH:36]=2)=O)[CH:28]=[CH:29][C:30]=1[O:31][CH3:32])[CH3:23]. (2) Given the product [CH3:73][C:26]1[N:21]=[CH:23][N:24]([C:27]2[CH:28]=[C:29]([CH:33]=[C:34]([C:36]([F:37])([F:38])[F:39])[CH:35]=2)[C:30]([NH:57][C:58]2[CH:59]=[CH:60][CH:45]=[C:44]([NH:43][C:6]3[CH:14]=[C:13]4[C:9]([CH2:10][C:11](=[O:15])[NH:12]4)=[CH:8][CH:7]=3)[CH:46]=2)=[O:32])[CH:25]=1, predict the reactants needed to synthesize it. The reactants are: NC1C=C(C=CC=1)O[C:6]1[CH:14]=[C:13]2[C:9]([CH2:10][C:11](=[O:15])[NH:12]2)=[CH:8][CH:7]=1.Cl.C[N:21]1[CH2:26][CH2:25][N:24]([C:27]2[CH:28]=[C:29]([CH:33]=[C:34]([C:36]([F:39])([F:38])[F:37])[CH:35]=2)[C:30]([OH:32])=O)[CH2:23]C1.C([N:43](CC)[CH:44]([CH3:46])[CH3:45])(C)C.CN(C(O[N:57]1N=N[C:59]2[CH:60]=CC=N[C:58]1=2)=[N+](C)C)C.F[P-](F)(F)(F)(F)F.[CH3:73]N(C=O)C.